This data is from Forward reaction prediction with 1.9M reactions from USPTO patents (1976-2016). The task is: Predict the product of the given reaction. The product is: [ClH:35].[C:18]([O:17][C:15](=[O:16])[C@@H:14]([NH2:22])[CH2:13][NH:12][C:11]([C:8]1[S:7][C:6]([CH2:5][CH2:4][C:3]([O:2][CH3:1])=[O:34])=[CH:10][CH:9]=1)=[O:33])([CH3:21])([CH3:19])[CH3:20]. Given the reactants [CH3:1][O:2][C:3](=[O:34])[CH:4]=[CH:5][C:6]1[S:7][C:8]([C:11](=[O:33])[NH:12][CH2:13][C@H:14]([NH:22]C(OCC2C=CC=CC=2)=O)[C:15]([O:17][C:18]([CH3:21])([CH3:20])[CH3:19])=[O:16])=[CH:9][CH:10]=1.[ClH:35], predict the reaction product.